This data is from Full USPTO retrosynthesis dataset with 1.9M reactions from patents (1976-2016). The task is: Predict the reactants needed to synthesize the given product. (1) Given the product [CH3:1][N:2]1[CH:6]=[C:5]([C:7]([OH:9])=[O:8])[C:4](=[O:12])[N:3]1[C:13]1[CH:18]=[CH:17][CH:16]=[CH:15][C:14]=1[CH3:19], predict the reactants needed to synthesize it. The reactants are: [CH3:1][N:2]1[CH:6]=[C:5]([C:7]([O:9]CC)=[O:8])[C:4](=[O:12])[N:3]1[C:13]1[CH:18]=[CH:17][CH:16]=[CH:15][C:14]=1[CH3:19].O1CCCC1.[OH-].[Na+]. (2) Given the product [F:20][C:21]([F:40])([F:39])[S:22]([O:19][C:16]1[CH2:15][CH2:14][S:13][CH2:18][CH:17]=1)(=[O:24])=[O:23], predict the reactants needed to synthesize it. The reactants are: C(NC(C)C)(C)C.C([Li])CCC.[S:13]1[CH2:18][CH2:17][C:16](=[O:19])[CH2:15][CH2:14]1.[F:20][C:21]([F:40])([F:39])[S:22](N(C1C=CC=CC=1)[S:22]([C:21]([F:40])([F:39])[F:20])(=[O:24])=[O:23])(=[O:24])=[O:23]. (3) Given the product [Cl:1][C:2]1[C:7]([Cl:8])=[CH:6][C:5]([NH:9][C:10]2[C:19]3[C:14](=[CH:15][CH:16]=[C:17]([NH2:20])[CH:18]=3)[N:13]=[C:12]([O:59][CH2:58][CH2:57][O:56][CH2:55][CH2:54][O:53][CH2:52][CH2:51][O:50][CH2:43][CH3:42])[N:11]=2)=[C:4]([F:27])[CH:3]=1, predict the reactants needed to synthesize it. The reactants are: [Cl:1][C:2]1[C:7]([Cl:8])=[CH:6][C:5]([NH:9][C:10]2[C:19]3[C:14](=[CH:15][C:16](OCCOCC)=[C:17]([NH2:20])[CH:18]=3)[N:13]=[CH:12][N:11]=2)=[C:4]([F:27])[CH:3]=1.ClC1C(Cl)=CC(NC2C3C(=[CH:42][C:43]([O:50][CH2:51][CH2:52][O:53][CH2:54][CH2:55][O:56][CH2:57][CH2:58][O:59]CCO)=C([N+]([O-])=O)C=3)N=CN=2)=C(F)C=1. (4) Given the product [C:7]([NH:11][C:12]1[N:3]2[NH:4][CH:5]=[N:6][C:2]2=[N:1][C:16]=1[C:15]1[CH:18]=[C:19]([CH3:22])[CH:20]=[CH:21][C:14]=1[CH3:13])([CH3:10])([CH3:9])[CH3:8], predict the reactants needed to synthesize it. The reactants are: [NH2:1][C:2]1[N:6]=[CH:5][NH:4][N:3]=1.[C:7]([N+:11]#[C-:12])([CH3:10])([CH3:9])[CH3:8].[CH3:13][C:14]1[CH:21]=[CH:20][C:19]([CH3:22])=[CH:18][C:15]=1[CH:16]=O. (5) Given the product [CH:20]1([C:2]2[CH:10]=[CH:9][C:8]3[C:4](=[CH:5][N:6]([CH3:11])[N:7]=3)[C:3]=2[CH:12]2[CH2:14][CH:13]2[CH2:15][NH:16][C:17](=[O:19])[CH3:18])[CH2:22][CH2:21]1, predict the reactants needed to synthesize it. The reactants are: Br[C:2]1[CH:10]=[CH:9][C:8]2[C:4](=[CH:5][N:6]([CH3:11])[N:7]=2)[C:3]=1[CH:12]1[CH2:14][CH:13]1[CH2:15][NH:16][C:17](=[O:19])[CH3:18].[CH:20]1(B(O)O)[CH2:22][CH2:21]1.C(=O)([O-])[O-].[K+].[K+].COCCOC. (6) Given the product [C:1]([C:9](=[CH:14][N:15]([CH3:17])[CH3:16])[C:10]#[N:11])(=[O:8])[C:2]1[CH:7]=[CH:6][CH:5]=[CH:4][CH:3]=1, predict the reactants needed to synthesize it. The reactants are: [C:1]([CH2:9][C:10]#[N:11])(=[O:8])[C:2]1[CH:7]=[CH:6][CH:5]=[CH:4][CH:3]=1.CO[CH:14](OC)[N:15]([CH3:17])[CH3:16]. (7) Given the product [Br:15][CH2:2][C:1]([C:4]1[CH:5]=[CH:6][C:7]([N:10]2[N:14]=[CH:13][CH:12]=[N:11]2)=[N:8][CH:9]=1)=[O:3], predict the reactants needed to synthesize it. The reactants are: [C:1]([C:4]1[CH:5]=[CH:6][C:7]([N:10]2[N:14]=[CH:13][CH:12]=[N:11]2)=[N:8][CH:9]=1)(=[O:3])[CH3:2].[Br:15][Si](C)(C)C.O.BrN1C(=O)CCC1=O.